Dataset: Reaction yield outcomes from USPTO patents with 853,638 reactions. Task: Predict the reaction yield, written as a fraction of the theoretical maximum amount of product (1.0 means a 100% yield; for example, 0.34 means a 34% yield). The reactants are [CH2:1]([O:3][C:4](=[O:21])[CH2:5][C:6]1[NH:11][C:10]2[CH:12]=[CH:13][C:14]([NH:16][S:17]([CH3:20])(=[O:19])=[O:18])=[CH:15][C:9]=2[S:8][CH:7]=1)[CH3:2].[C:22]([O:26][C:27](O[C:27]([O:26][C:22]([CH3:25])([CH3:24])[CH3:23])=[O:28])=[O:28])([CH3:25])([CH3:24])[CH3:23]. The catalyst is O1CCCC1.CN(C)C1C=CN=CC=1. The product is [CH2:1]([O:3][C:4](=[O:21])[CH2:5][C:6]1[N:11]([C:27]([O:26][C:22]([CH3:25])([CH3:24])[CH3:23])=[O:28])[C:10]2[CH:12]=[CH:13][C:14]([N:16]([S:17]([CH3:20])(=[O:18])=[O:19])[C:27]([O:26][C:22]([CH3:25])([CH3:24])[CH3:23])=[O:28])=[CH:15][C:9]=2[S:8][CH:7]=1)[CH3:2]. The yield is 0.450.